From a dataset of Reaction yield outcomes from USPTO patents with 853,638 reactions. Predict the reaction yield, written as a fraction of the theoretical maximum amount of product (1.0 means a 100% yield; for example, 0.34 means a 34% yield). (1) The reactants are [CH3:1][O:2][C:3](=[O:33])[C:4]1[CH:9]=[CH:8][C:7]([CH2:10][N:11]2[CH:15]=[C:14]([C:16]3[CH:21]=[CH:20][C:19]([Cl:22])=[CH:18][C:17]=3[Cl:23])[N:13]=[C:12]2/[CH:24]=[CH:25]/[C:26]2[CH:31]=[CH:30][C:29](Br)=[CH:28][CH:27]=2)=[CH:6][CH:5]=1.[CH3:34][O:35][C:36]1[CH:41]=[CH:40][C:39](B(O)O)=[CH:38][N:37]=1. No catalyst specified. The product is [CH3:1][O:2][C:3](=[O:33])[C:4]1[CH:9]=[CH:8][C:7]([CH2:10][N:11]2[CH:15]=[C:14]([C:16]3[CH:21]=[CH:20][C:19]([Cl:22])=[CH:18][C:17]=3[Cl:23])[N:13]=[C:12]2/[CH:24]=[CH:25]/[C:26]2[CH:31]=[CH:30][C:29]([C:39]3[CH:38]=[N:37][C:36]([O:35][CH3:34])=[CH:41][CH:40]=3)=[CH:28][CH:27]=2)=[CH:6][CH:5]=1. The yield is 0.700. (2) The reactants are C(O)(C(F)(F)F)=O.[F:8][C:9]1[CH:10]=[C:11]([NH:20][C:21]([C@H:23]2[C:32]3[C:27](=[CH:28][C:29]([CH2:33][O:34][CH3:35])=[CH:30][CH:31]=3)[CH2:26][CH2:25][N:24]2[C:36]([C@H:38]2[CH2:41][C@H:40]([CH2:42][C:43]([O:45]C(C)(C)C)=[O:44])[CH2:39]2)=[O:37])=[O:22])[CH:12]=[C:13]2[C:17]=1[C:16]([CH3:19])([CH3:18])[CH2:15][CH2:14]2.C(=O)([O-])O.[Na+]. No catalyst specified. The product is [F:8][C:9]1[CH:10]=[C:11]([NH:20][C:21]([C@H:23]2[C:32]3[C:27](=[CH:28][C:29]([CH2:33][O:34][CH3:35])=[CH:30][CH:31]=3)[CH2:26][CH2:25][N:24]2[C:36]([C@H:38]2[CH2:41][C@H:40]([CH2:42][C:43]([OH:45])=[O:44])[CH2:39]2)=[O:37])=[O:22])[CH:12]=[C:13]2[C:17]=1[C:16]([CH3:19])([CH3:18])[CH2:15][CH2:14]2. The yield is 0.760. (3) The reactants are Cl[C:2]1[C:7]([CH:8]([CH2:13][CH2:14][CH3:15])[C:9]([O:11][CH3:12])=[O:10])=[C:6]([CH3:16])[N:5]=[C:4]([C:17]2[CH:22]=[CH:21][CH:20]=[CH:19][CH:18]=2)[N:3]=1.C(N(CC)C(C)C)(C)C.CC1(C)C(C)(C)OB([C:40]2[CH:48]=[CH:47][C:43]3[N:44]=[CH:45][S:46][C:42]=3[CH:41]=2)O1. The catalyst is COCCOC.O.C1C=CC([P]([Pd]([P](C2C=CC=CC=2)(C2C=CC=CC=2)C2C=CC=CC=2)([P](C2C=CC=CC=2)(C2C=CC=CC=2)C2C=CC=CC=2)[P](C2C=CC=CC=2)(C2C=CC=CC=2)C2C=CC=CC=2)(C2C=CC=CC=2)C2C=CC=CC=2)=CC=1. The product is [S:46]1[C:42]2[CH:41]=[C:40]([C:2]3[C:7]([CH:8]([CH2:13][CH2:14][CH3:15])[C:9]([O:11][CH3:12])=[O:10])=[C:6]([CH3:16])[N:5]=[C:4]([C:17]4[CH:22]=[CH:21][CH:20]=[CH:19][CH:18]=4)[N:3]=3)[CH:48]=[CH:47][C:43]=2[N:44]=[CH:45]1. The yield is 0.390. (4) The reactants are [Cl:1][C:2]1[CH:7]=[CH:6][C:5]([O:8][C:9]2[C:14]([F:15])=[CH:13][C:12]([CH2:16][CH2:17][O:18][C:19]3[NH:20][CH:21]=[C:22]([CH2:26][C:27]4[CH:28]=[N:29][CH:30]=[N:31][CH:32]=4)[C:23](=[O:25])[N:24]=3)=[CH:11][C:10]=2[F:33])=[CH:4][C:3]=1[C:34]([F:37])([F:36])[F:35].[CH3:38]CN(C(C)C)C(C)C.CI. The catalyst is C(Cl)Cl. The product is [Cl:1][C:2]1[CH:7]=[CH:6][C:5]([O:8][C:9]2[C:14]([F:15])=[CH:13][C:12]([CH2:16][CH2:17][O:18][C:19]3[N:20]([CH3:38])[CH:21]=[C:22]([CH2:26][C:27]4[CH:32]=[N:31][CH:30]=[N:29][CH:28]=4)[C:23](=[O:25])[N:24]=3)=[CH:11][C:10]=2[F:33])=[CH:4][C:3]=1[C:34]([F:35])([F:36])[F:37]. The yield is 0.0600. (5) The yield is 0.970. The product is [F:1][C:2]([F:31])([CH2:35][CH:34]=[CH2:33])[C:3]([F:30])([F:29])[C:4]([F:28])([F:27])[C:5]([F:26])([F:25])[C:6]([F:24])([F:23])[C:7]([F:22])([F:21])[C:8]([F:20])([F:19])[C:9]([F:18])([F:17])[C:10]([F:16])([F:15])[C:11]([F:14])([F:13])[F:12]. The catalyst is CCCCCC. The reactants are [F:1][C:2](I)([F:31])[C:3]([F:30])([F:29])[C:4]([F:28])([F:27])[C:5]([F:26])([F:25])[C:6]([F:24])([F:23])[C:7]([F:22])([F:21])[C:8]([F:20])([F:19])[C:9]([F:18])([F:17])[C:10]([F:16])([F:15])[C:11]([F:14])([F:13])[F:12].[CH2:33]([Sn](CCCC)(CCCC)CCCC)[CH:34]=[CH2:35].CC(N=NC(C#N)(C)C)(C#N)C. (6) The reactants are C1C(=O)N([Br:8])C(=O)C1.C(OOC(=O)C1C=CC=CC=1)(=O)C1C=CC=CC=1.[I:27][C:28]1[CH:33]=[CH:32][C:31]([CH3:34])=[C:30]([N+:35]([O-:37])=[O:36])[CH:29]=1. The catalyst is C(Cl)(Cl)(Cl)Cl. The product is [Br:8][CH2:34][C:31]1[CH:32]=[CH:33][C:28]([I:27])=[CH:29][C:30]=1[N+:35]([O-:37])=[O:36]. The yield is 0.450.